From a dataset of Forward reaction prediction with 1.9M reactions from USPTO patents (1976-2016). Predict the product of the given reaction. Given the reactants [CH2:1]([C:3]1[CH:13]=[C:6]2[C:7]([OH:12])=[CH:8][C:9]([F:11])=[CH:10][N:5]2[N:4]=1)[CH3:2].C(N(CC)CC)C.[F:21][C:22]([F:28])([F:27])[S:23](O)(=[O:25])=[O:24], predict the reaction product. The product is: [CH2:1]([C:3]1[CH:13]=[C:6]2[C:7]([O:12][S:23]([C:22]([F:28])([F:27])[F:21])(=[O:25])=[O:24])=[CH:8][C:9]([F:11])=[CH:10][N:5]2[N:4]=1)[CH3:2].